The task is: Predict the product of the given reaction.. This data is from Forward reaction prediction with 1.9M reactions from USPTO patents (1976-2016). (1) Given the reactants [F:1][C:2]1[CH:22]=[CH:21][C:5]([CH2:6][NH:7][C:8]2[N:9]=[C:10]([C:19]#[N:20])[CH:11]=[C:12]3[C:16]([CH3:17])=[C:15]([CH3:18])[NH:14][C:13]=23)=[CH:4][CH:3]=1.[ClH:23], predict the reaction product. The product is: [ClH:23].[F:1][C:2]1[CH:22]=[CH:21][C:5]([CH2:6][NH:7][C:8]2[N:9]=[C:10]([C:19]#[N:20])[CH:11]=[C:12]3[C:16]([CH3:17])=[C:15]([CH3:18])[NH:14][C:13]=23)=[CH:4][CH:3]=1. (2) Given the reactants [C:1]([O-])(=[O:3])[CH3:2].[Na+].[CH2:6]([O:8][C:9]([C:11](=[CH:16][C:17]1[S:18][C:19]([CH3:22])=[CH:20][CH:21]=1)[CH2:12][C:13]([OH:15])=O)=[O:10])[CH3:7], predict the reaction product. The product is: [CH2:6]([O:8][C:9]([C:11]1[CH:12]=[C:13]([O:15][C:1](=[O:3])[CH3:2])[C:21]2[CH:20]=[C:19]([CH3:22])[S:18][C:17]=2[CH:16]=1)=[O:10])[CH3:7]. (3) Given the reactants [F:1][C:2]1[CH:7]=[CH:6][C:5]([N:8]2[C:11](=[O:12])[C@H:10]([S:13][CH2:14][C:15]([C:17]3[CH:22]=[CH:21][C:20]([F:23])=[CH:19][CH:18]=3)=[O:16])[C@H:9]2[C:24]2[CH:38]=[CH:37][C:27]([O:28][CH2:29][C:30]([NH:32][CH2:33]C(O)=O)=[O:31])=[CH:26][CH:25]=2)=[CH:4][CH:3]=1.CN1CC[O:43][CH2:42]C1.CN(C(ON1N=NC2C=CC=CC1=2)=[N+](C)C)C.[B-](F)(F)(F)F.Br.[NH2:69][C@H:70]([CH2:74][CH2:75][C:76]1[CH:81]=[CH:80][C:79]([OH:82])=[CH:78][CH:77]=1)[C:71]([OH:73])=[O:72].[BH4-].[Na+].C([O-])(=O)C.[NH4+], predict the reaction product. The product is: [F:1][C:2]1[CH:7]=[CH:6][C:5]([N:8]2[C:11](=[O:12])[C@H:10]([S:13][CH2:14][CH:15]([C:17]3[CH:18]=[CH:19][C:20]([F:23])=[CH:21][CH:22]=3)[OH:16])[C@H:9]2[C:24]2[CH:38]=[CH:37][C:27]([O:28][CH2:29][C:30]([NH:32][CH2:33][C:42]([NH:69][C@H:70]([CH2:74][CH2:75][C:76]3[CH:77]=[CH:78][C:79]([OH:82])=[CH:80][CH:81]=3)[C:71]([OH:73])=[O:72])=[O:43])=[O:31])=[CH:26][CH:25]=2)=[CH:4][CH:3]=1. (4) The product is: [CH3:1][C:2]1[N:7]=[C:6]2[S:8][C:9]3[CH2:14][CH2:13][CH2:12][CH2:11][C:10]=3[C:5]2=[C:4]([CH2:15][C:16]2[CH:21]=[CH:20][CH:19]=[C:18]([O:22][CH3:23])[CH:17]=2)[C:3]=1[CH:24]([CH2:40][CH2:39][CH3:43])[C:25]([O:27][CH3:28])=[O:26]. Given the reactants [CH3:1][C:2]1[N:7]=[C:6]2[S:8][C:9]3[CH2:14][CH2:13][CH2:12][CH2:11][C:10]=3[C:5]2=[C:4]([CH2:15][C:16]2[CH:21]=[CH:20][CH:19]=[C:18]([O:22][CH3:23])[CH:17]=2)[C:3]=1[CH2:24][C:25]([O:27][CH3:28])=[O:26].[Li+].C[Si]([N-][Si](C)(C)C)(C)C.[CH2:39]1[CH2:43]OC[CH2:40]1.ICCC, predict the reaction product. (5) Given the reactants [CH2:1]([N:4]1[CH2:9][CH2:8][O:7][C:6]2[CH:10]=[CH:11][C:12]([C:15]3[N:20]4[N:21]=[C:22]([C:24]5[CH:25]=[C:26]([C:30]6[CH:35]=[CH:34][CH:33]=[C:32]([O:36][CH2:37][CH:38]=C)[CH:31]=6)[CH:27]=[CH:28][CH:29]=5)[CH:23]=[C:19]4[N:18]=[C:17]([CH3:40])[C:16]=3[C@H:41]([O:46][C:47]([CH3:50])([CH3:49])[CH3:48])[C:42]([O:44]C)=[O:43])=[C:13]([Cl:14])[C:5]1=2)[CH:2]=C.[OH-].[Na+], predict the reaction product. The product is: [C:47]([O:46][C@@H:41]([C:16]1[C:17]([CH3:40])=[N:18][C:19]2=[CH:23][C:22]3=[N:21][N:20]2[C:15]=1[C:12]1[C:13]([Cl:14])=[C:5]2[C:6]([O:7][CH2:8][CH2:9][N:4]2[CH2:1][CH:2]=[CH:38][CH2:37][O:36][C:32]2[CH:31]=[C:30]([C:26]4[CH:25]=[C:24]3[CH:29]=[CH:28][CH:27]=4)[CH:35]=[CH:34][CH:33]=2)=[CH:10][CH:11]=1)[C:42]([OH:44])=[O:43])([CH3:50])([CH3:48])[CH3:49]. (6) The product is: [I:3][C:4]1[N:21]=[C:20]2[C:7](=[N:8][CH2:9][N:10]2[C@@H:11]2[O:19][C@H:16]([CH2:17][OH:18])[C@@H:14]([OH:15])[C@H:12]2[OH:13])[C:6]([NH:2][CH3:1])([NH2:22])[N:5]=1. Given the reactants [CH3:1][NH2:2].[I:3][C:4]1[N:5]=[C:6]([NH2:22])[C:7]2[N:8]=[CH:9][N:10]([C:20]=2[N:21]=1)[C@@H:11]1[O:19][C@H:16]([CH2:17][OH:18])[C@@H:14]([OH:15])[C@H:12]1[OH:13], predict the reaction product. (7) Given the reactants [C:1]1([C:7]2([CH2:12][OH:13])[CH2:11][CH2:10][CH2:9][CH2:8]2)[CH:6]=[CH:5][CH:4]=[CH:3][CH:2]=1.C(N(CC)CC)C.[CH3:21][S:22](Cl)(=[O:24])=[O:23], predict the reaction product. The product is: [C:1]1([C:7]2([CH2:12][O:13][S:22]([CH3:21])(=[O:24])=[O:23])[CH2:11][CH2:10][CH2:9][CH2:8]2)[CH:6]=[CH:5][CH:4]=[CH:3][CH:2]=1.